From a dataset of NCI-60 drug combinations with 297,098 pairs across 59 cell lines. Regression. Given two drug SMILES strings and cell line genomic features, predict the synergy score measuring deviation from expected non-interaction effect. (1) Cell line: MALME-3M. Drug 2: C1=CC=C(C(=C1)C(C2=CC=C(C=C2)Cl)C(Cl)Cl)Cl. Synergy scores: CSS=6.53, Synergy_ZIP=-5.79, Synergy_Bliss=-2.72, Synergy_Loewe=-8.91, Synergy_HSA=-3.08. Drug 1: C1=CC(=CC=C1CCCC(=O)O)N(CCCl)CCCl. (2) Synergy scores: CSS=43.1, Synergy_ZIP=-5.16, Synergy_Bliss=-4.55, Synergy_Loewe=-6.14, Synergy_HSA=-1.31. Cell line: NCI-H460. Drug 1: C1=NC2=C(N1)C(=S)N=C(N2)N. Drug 2: CCC1=C2CN3C(=CC4=C(C3=O)COC(=O)C4(CC)O)C2=NC5=C1C=C(C=C5)O. (3) Drug 1: C1=C(C(=O)NC(=O)N1)N(CCCl)CCCl. Drug 2: C1CC(C1)(C(=O)O)C(=O)O.[NH2-].[NH2-].[Pt+2]. Cell line: SK-MEL-28. Synergy scores: CSS=18.1, Synergy_ZIP=-6.12, Synergy_Bliss=-2.53, Synergy_Loewe=-3.19, Synergy_HSA=-0.408.